Dataset: Forward reaction prediction with 1.9M reactions from USPTO patents (1976-2016). Task: Predict the product of the given reaction. (1) Given the reactants [F:1][C@H:2]1[CH2:19][C@@:17]2([CH3:18])[C@@H:13]([CH2:14][CH2:15][C:16]2=[O:20])[C@H:12]2[C@H:3]1[C:4]1[CH:5]=[CH:6][C:7]([OH:27])=[CH:8][C:9]=1[CH2:10][C@H:11]2[CH2:21][CH2:22][CH2:23][CH2:24][CH2:25]I.[F:28][C:29]([C:34]([F:40])([F:39])[C:35]([F:38])([F:37])[F:36])=[CH:30][CH2:31][NH:32][CH3:33], predict the reaction product. The product is: [F:1][C@H:2]1[CH2:19][C@@:17]2([CH3:18])[C@@H:13]([CH2:14][CH2:15][C:16]2=[O:20])[C@H:12]2[C@H:3]1[C:4]1[CH:5]=[CH:6][C:7]([OH:27])=[CH:8][C:9]=1[CH2:10][C@H:11]2[CH2:21][CH2:22][CH2:23][CH2:24][CH2:25][N:32]([CH2:31][CH:30]=[C:29]([F:28])[C:34]([F:39])([F:40])[C:35]([F:36])([F:37])[F:38])[CH3:33]. (2) Given the reactants [F:1][C:2]1[CH:14]=[C:13]([C:15]2[CH:16]=[N:17][N:18]([C:20]([CH2:26][OH:27])([CH2:24][OH:25])[C:21](O)=[O:22])[CH:19]=2)[C:12]2[C:11]3[C:6](=[CH:7][CH:8]=[CH:9][CH:10]=3)[C:5]([OH:32])([C:28]([F:31])([F:30])[F:29])[C:4]=2[CH:3]=1.C(O)C.O.C(=O)([O-])O.[Na+], predict the reaction product. The product is: [F:1][C:2]1[CH:14]=[C:13]([C:15]2[CH:16]=[N:17][N:18]([C:20]([CH2:21][OH:22])([CH2:24][OH:25])[CH2:26][OH:27])[CH:19]=2)[C:12]2[C:11]3[C:6](=[CH:7][CH:8]=[CH:9][CH:10]=3)[C:5]([OH:32])([C:28]([F:31])([F:30])[F:29])[C:4]=2[CH:3]=1. (3) The product is: [F:1][C:2]1[CH:9]=[CH:8][C:5]([CH2:6][NH:24][C@@H:14]2[C:23]3[C:18](=[CH:19][CH:20]=[CH:21][CH:22]=3)[CH2:17][CH2:16][CH2:15]2)=[CH:4][C:3]=1[C:10]([F:13])([F:12])[F:11]. Given the reactants [F:1][C:2]1[CH:9]=[CH:8][C:5]([CH:6]=O)=[CH:4][C:3]=1[C:10]([F:13])([F:12])[F:11].[C@@H:14]1([NH2:24])[C:23]2[C:18](=[CH:19][CH:20]=[CH:21][CH:22]=2)[CH2:17][CH2:16][CH2:15]1, predict the reaction product. (4) Given the reactants [F:1][C:2]1[CH:7]=[CH:6][CH:5]=[C:4]([F:8])[C:3]=1[CH2:9][S:10]([C:13]1[CH:14]=[C:15]2[C:19](=[CH:20][CH:21]=1)[NH:18][C:17](=[O:22])/[C:16]/2=[CH:23]\[C:24]1[NH:28][C:27]([CH3:29])=[C:26]([C:30]([OH:32])=O)[C:25]=1[CH3:33])(=[O:12])=[O:11].CN(C(ON1N=NC2C=CC=NC1=2)=[N+](C)C)C.F[P-](F)(F)(F)(F)F.[N:58]1([CH2:63][C@@H:64]2[CH2:69][CH2:68][CH2:67][NH:66][CH2:65]2)[CH2:62][CH2:61][CH2:60][CH2:59]1, predict the reaction product. The product is: [F:1][C:2]1[CH:7]=[CH:6][CH:5]=[C:4]([F:8])[C:3]=1[CH2:9][S:10]([C:13]1[CH:14]=[C:15]2[C:19](=[CH:20][CH:21]=1)[NH:18][C:17](=[O:22])/[C:16]/2=[CH:23]\[C:24]1[NH:28][C:27]([CH3:29])=[C:26]([C:30]([N:66]2[CH2:67][CH2:68][CH2:69][C@@H:64]([CH2:63][N:58]3[CH2:59][CH2:60][CH2:61][CH2:62]3)[CH2:65]2)=[O:32])[C:25]=1[CH3:33])(=[O:12])=[O:11]. (5) Given the reactants [Zn:1].[N:2]1([CH2:8][C:9]2[CH:14]=[CH:13][C:12]([Br:15])=[CH:11][CH:10]=2)[CH2:7][CH2:6][O:5][CH2:4][CH2:3]1, predict the reaction product. The product is: [Br-:15].[N:2]1([CH2:8][C:9]2[CH:14]=[CH:13][C:12]([Zn+:1])=[CH:11][CH:10]=2)[CH2:7][CH2:6][O:5][CH2:4][CH2:3]1. (6) Given the reactants [C:1]([O:5][C:6]([C:8]1[CH:13]=[CH:12][C:11]([C:14]2[C:15]([CH3:47])([CH3:46])[C@H:16]3[C@:29]([CH3:32])([CH2:30][CH:31]=2)[C@@H:28]2[C@:19]([CH3:45])([C@@:20]4([CH3:44])[C@H:25]([CH2:26][CH2:27]2)[C@H:24]2[C@H:33]([C:36]([CH2:38][NH:39][CH3:40])=[CH2:37])[CH2:34][CH2:35][C@:23]2([C:41]([OH:43])=[O:42])[CH2:22][CH2:21]4)[CH2:18][CH2:17]3)=[CH:10][CH:9]=1)=[O:7])([CH3:4])([CH3:3])[CH3:2].CCN(C(C)C)C(C)C.Cl[C:58](=[O:65])[CH2:59][CH2:60][C:61]([O:63][CH3:64])=[O:62], predict the reaction product. The product is: [C:1]([O:5][C:6]([C:8]1[CH:13]=[CH:12][C:11]([C:14]2[C:15]([CH3:47])([CH3:46])[C@H:16]3[C@:29]([CH3:32])([CH2:30][CH:31]=2)[C@@H:28]2[C@:19]([CH3:45])([C@@:20]4([CH3:44])[C@H:25]([CH2:26][CH2:27]2)[C@H:24]2[C@H:33]([C:36]([CH2:38][N:39]([CH3:40])[C:58](=[O:65])[CH2:59][CH2:60][C:61]([O:63][CH3:64])=[O:62])=[CH2:37])[CH2:34][CH2:35][C@:23]2([C:41]([OH:43])=[O:42])[CH2:22][CH2:21]4)[CH2:18][CH2:17]3)=[CH:10][CH:9]=1)=[O:7])([CH3:2])([CH3:3])[CH3:4]. (7) Given the reactants [OH:1][C@@H:2]1[CH2:6][CH2:5][N:4]([C:7]2[C:12]([C:13]([NH:15][CH2:16][C:17]#[CH:18])=O)=[CH:11][C:10]([C:19]([NH:21][C:22]3[CH:27]=[CH:26][C:25]([O:28][C:29]([F:32])([F:31])[F:30])=[CH:24][CH:23]=3)=[O:20])=[CH:9][N:8]=2)[CH2:3]1.[CH3:33][O:34][C:35]1[CH:42]=[CH:41][C:38]([CH2:39][NH2:40])=[CH:37][CH:36]=1, predict the reaction product. The product is: [OH:1][C@@H:2]1[CH2:6][CH2:5][N:4]([C:7]2[C:12]([C:13]3[N:40]([CH2:39][C:38]4[CH:41]=[CH:42][C:35]([O:34][CH3:33])=[CH:36][CH:37]=4)[C:17]([CH3:18])=[CH:16][N:15]=3)=[CH:11][C:10]([C:19]([NH:21][C:22]3[CH:23]=[CH:24][C:25]([O:28][C:29]([F:31])([F:30])[F:32])=[CH:26][CH:27]=3)=[O:20])=[CH:9][N:8]=2)[CH2:3]1.